This data is from Forward reaction prediction with 1.9M reactions from USPTO patents (1976-2016). The task is: Predict the product of the given reaction. Given the reactants ClC1C(N2CC(COC3C(C4CC4)=CC(C(OC)=O)=C(F)C=3)(C)C2)=NC=C(C(F)(F)F)C=1.[CH:33]1([C:36]2[C:37]([O:47][C@@H:48]3[CH2:53][CH2:52][CH2:51][N:50]([C:54]4[CH:59]=[CH:58][C:57]([C:60]([F:63])([F:62])[F:61])=[CH:56][N:55]=4)[CH2:49]3)=[CH:38][C:39]([F:46])=[C:40]([CH:45]=2)[C:41]([O:43]C)=[O:42])[CH2:35][CH2:34]1, predict the reaction product. The product is: [CH:33]1([C:36]2[C:37]([O:47][C@@H:48]3[CH2:53][CH2:52][CH2:51][N:50]([C:54]4[CH:59]=[CH:58][C:57]([C:60]([F:63])([F:61])[F:62])=[CH:56][N:55]=4)[CH2:49]3)=[CH:38][C:39]([F:46])=[C:40]([CH:45]=2)[C:41]([OH:43])=[O:42])[CH2:35][CH2:34]1.